From a dataset of Peptide-MHC class I binding affinity with 185,985 pairs from IEDB/IMGT. Regression. Given a peptide amino acid sequence and an MHC pseudo amino acid sequence, predict their binding affinity value. This is MHC class I binding data. The peptide sequence is SFNCGGEFF. The MHC is HLA-A30:02 with pseudo-sequence HLA-A30:02. The binding affinity (normalized) is 0.0854.